The task is: Binary Classification. Given a miRNA mature sequence and a target amino acid sequence, predict their likelihood of interaction.. This data is from Experimentally validated miRNA-target interactions with 360,000+ pairs, plus equal number of negative samples. The miRNA is hsa-miR-4424 with sequence AGAGUUAACUCAAAAUGGACUA. The protein sequence of the target gene is MYREWVVVNVFMMLYVQLVQGSSNEHGPVKRSSQSTLERSEQQIRAASSLEELLRITHSEDWKLWRCRLRLKSFTSMDSRSASHRSTRFAATFYDIETLKVIDEEWQRTQCSPRETCVEVASELGKSTNTFFKPPCVNVFRCGGCCNEESLICMNTSTSYISKQLFEISVPLTSVPELVPVKVANHTGCKCLPTAPRHPYSIIRRSIQIPEEDRCSHSKKLCPIDMLWDSNKCKCVLQEENPLAGTEDHSHLQEPALCGPHMMFDEDRCECVCKTPCPKDLIQHPKNCSCFECKESLETC.... Result: 0 (no interaction).